This data is from Forward reaction prediction with 1.9M reactions from USPTO patents (1976-2016). The task is: Predict the product of the given reaction. (1) Given the reactants [CH2:1]([O:8][CH2:9][C@@H:10]1[CH2:12][O:11]1)[C:2]1[CH:7]=[CH:6][CH:5]=[CH:4][CH:3]=1.[CH2:13]([Mg]Br)[CH:14]=[CH2:15], predict the reaction product. The product is: [CH2:1]([O:8][CH2:9][C@@H:10]([OH:11])[CH2:12][CH2:15][CH:14]=[CH2:13])[C:2]1[CH:7]=[CH:6][CH:5]=[CH:4][CH:3]=1. (2) Given the reactants [C:1]([O:4][CH2:5][CH3:6])(=[O:3])[CH3:2].C([N-]C(C)C)(C)C.[Li+].[O:15]=[C:16]1[CH2:21][CH2:20][N:19]([C:22]([O:24][CH2:25][C:26]2[CH:31]=[CH:30][CH:29]=[CH:28][CH:27]=2)=[O:23])[CH2:18][CH2:17]1.[Cl-].[NH4+], predict the reaction product. The product is: [CH2:5]([O:4][C:1]([CH2:2][C:16]1([OH:15])[CH2:17][CH2:18][N:19]([C:22]([O:24][CH2:25][C:26]2[CH:31]=[CH:30][CH:29]=[CH:28][CH:27]=2)=[O:23])[CH2:20][CH2:21]1)=[O:3])[CH3:6]. (3) Given the reactants [F:1][C:2]1[CH:7]=[CH:6][C:5]([N:8]2[C:13](=[O:14])[CH:12]=[CH:11][C:10]([C:15]([O:17]C)=[O:16])=[CH:9]2)=[CH:4][CH:3]=1.[OH-].[Na+], predict the reaction product. The product is: [F:1][C:2]1[CH:7]=[CH:6][C:5]([N:8]2[C:13](=[O:14])[CH:12]=[CH:11][C:10]([C:15]([OH:17])=[O:16])=[CH:9]2)=[CH:4][CH:3]=1. (4) Given the reactants Cl[CH2:2][CH2:3][C:4]([NH:6][C:7]1[CH:12]=[CH:11][CH:10]=[C:9]([N:13]2[C:18]3[N:19]=[C:20]([NH:23][C:24]4[CH:29]=[CH:28][C:27]([N:30]5[CH2:35][CH2:34][N:33]([CH3:36])[CH2:32][CH2:31]5)=[CH:26][C:25]=4[O:37][CH3:38])[N:21]=[CH:22][C:17]=3[CH:16]=[CH:15][C:14]2=[O:39])[CH:8]=1)=[O:5].[CH3:40][NH:41][CH3:42], predict the reaction product. The product is: [CH3:40][N:41]([CH3:42])[CH2:2][CH2:3][C:4]([NH:6][C:7]1[CH:12]=[CH:11][CH:10]=[C:9]([N:13]2[C:18]3[N:19]=[C:20]([NH:23][C:24]4[CH:29]=[CH:28][C:27]([N:30]5[CH2:35][CH2:34][N:33]([CH3:36])[CH2:32][CH2:31]5)=[CH:26][C:25]=4[O:37][CH3:38])[N:21]=[CH:22][C:17]=3[CH:16]=[CH:15][C:14]2=[O:39])[CH:8]=1)=[O:5]. (5) Given the reactants [Cl:1][C:2]1[CH:23]=[CH:22][C:5]([C:6]([NH:8][C:9]2[N:14]=[CH:13][C:12]([CH:15]([CH3:21])[C:16]([O:18]CC)=[O:17])=[CH:11][CH:10]=2)=[O:7])=[CH:4][CH:3]=1.O.[OH-].[Li+].Cl, predict the reaction product. The product is: [Cl:1][C:2]1[CH:23]=[CH:22][C:5]([C:6]([NH:8][C:9]2[N:14]=[CH:13][C:12]([CH:15]([CH3:21])[C:16]([OH:18])=[O:17])=[CH:11][CH:10]=2)=[O:7])=[CH:4][CH:3]=1. (6) Given the reactants Br[CH2:2][C:3]([C:5]1[CH:10]=[CH:9][CH:8]=[C:7]([N+:11]([O-:13])=[O:12])[CH:6]=1)=O.[O:14]1[CH2:19][CH2:18][CH:17]([C:20](=[S:22])[NH2:21])[CH2:16][CH2:15]1, predict the reaction product. The product is: [N+:11]([C:7]1[CH:6]=[C:5]([C:3]2[N:21]=[C:20]([CH:17]3[CH2:18][CH2:19][O:14][CH2:15][CH2:16]3)[S:22][CH:2]=2)[CH:10]=[CH:9][CH:8]=1)([O-:13])=[O:12]. (7) Given the reactants [CH3:1][C:2]([S:5]([NH2:7])=[O:6])([CH3:4])[CH3:3].[Cl:8][C:9]1[CH:10]=[C:11]([F:28])[CH:12]=[C:13]2[C:18]=1[N:17]=[CH:16][C:15]([C:19](=O)[CH3:20])=[C:14]2[C:22]1[CH:27]=[CH:26][CH:25]=[CH:24][N:23]=1, predict the reaction product. The product is: [Cl:8][C:9]1[CH:10]=[C:11]([F:28])[CH:12]=[C:13]2[C:18]=1[N:17]=[CH:16][C:15](/[C:19](=[N:7]/[S:5]([C:2]([CH3:4])([CH3:3])[CH3:1])=[O:6])/[CH3:20])=[C:14]2[C:22]1[CH:27]=[CH:26][CH:25]=[CH:24][N:23]=1. (8) Given the reactants [CH2:1]([O:8][C:9]1[CH:14]=[CH:13][N:12]([CH2:15][C:16](=[O:28])[C:17]2[CH:27]=[CH:26][C:20]3[CH2:21][CH2:22][NH:23][CH2:24][CH2:25][C:19]=3[CH:18]=2)[C:11](=[O:29])[CH:10]=1)[C:2]1[CH:7]=[CH:6][CH:5]=[CH:4][CH:3]=1.C=O.[C:32](O)(=O)C.C(O[BH-](OC(=O)C)OC(=O)C)(=O)C.[Na+], predict the reaction product. The product is: [CH2:1]([O:8][C:9]1[CH:14]=[CH:13][N:12]([CH2:15][C:16]([C:17]2[CH:27]=[CH:26][C:20]3[CH2:21][CH2:22][N:23]([CH3:32])[CH2:24][CH2:25][C:19]=3[CH:18]=2)=[O:28])[C:11](=[O:29])[CH:10]=1)[C:2]1[CH:7]=[CH:6][CH:5]=[CH:4][CH:3]=1. (9) Given the reactants Cl.C(OC([N:9]1[CH2:13][CH2:12][C@H:11]([CH:14]([O:19][C:20]2[C:21]([CH3:27])=[N:22][C:23]([Cl:26])=[CH:24][CH:25]=2)[CH2:15][CH:16]2[CH2:18][CH2:17]2)[CH2:10]1)=O)(C)(C)C, predict the reaction product. The product is: [Cl:26][C:23]1[N:22]=[C:21]([CH3:27])[C:20]([O:19][CH:14]([C@H:11]2[CH2:12][CH2:13][NH:9][CH2:10]2)[CH2:15][CH:16]2[CH2:17][CH2:18]2)=[CH:25][CH:24]=1. (10) Given the reactants [Br:1][C:2]1[CH:7]=[CH:6][N:5]=[C:4]([NH2:8])[CH:3]=1.Cl/[C:10](/[CH:16]=O)=[C:11](\[O:13][CH2:14][CH3:15])/[O-:12].[K+].S(=O)(=O)(O)O, predict the reaction product. The product is: [Br:1][C:2]1[CH:7]=[CH:6][N:5]2[C:10]([C:11]([O:13][CH2:14][CH3:15])=[O:12])=[CH:16][N:8]=[C:4]2[CH:3]=1.